This data is from Full USPTO retrosynthesis dataset with 1.9M reactions from patents (1976-2016). The task is: Predict the reactants needed to synthesize the given product. (1) Given the product [Cl:1][C:2]1[CH:7]=[CH:6][C:5]([N:8]2[CH2:12][CH:11]([C:13]([NH:33][N:34]3[CH2:39][CH2:38][CH2:37][CH2:36][CH2:35]3)=[O:14])[N:10]=[C:9]2[C:16]2[CH:21]=[CH:20][C:19]([Cl:22])=[CH:18][C:17]=2[Cl:23])=[CH:4][CH:3]=1, predict the reactants needed to synthesize it. The reactants are: [Cl:1][C:2]1[CH:7]=[CH:6][C:5]([N:8]2[CH2:12][CH:11]([C:13]([O-])=[O:14])[N:10]=[C:9]2[C:16]2[CH:21]=[CH:20][C:19]([Cl:22])=[CH:18][C:17]=2[Cl:23])=[CH:4][CH:3]=1.[Li+].F[P-](F)(F)(F)(F)F.N1(O[P+](N(C)C)(N(C)C)N(C)C)[C:36]2[CH:37]=[CH:38][CH:39]=C[C:35]=2[N:34]=[N:33]1.NN1CCCCC1.C(N(CC)CC)C. (2) Given the product [CH3:17][O:18][C:19]1[CH:24]=[CH:23][CH:22]=[CH:21][C:20]=1/[CH:25]=[CH:26]/[C:27]([NH:16][C:13]1[CH:14]=[CH:15][N:11]([CH2:10][CH2:9][CH2:8][CH2:7][C:2](=[O:6])[CH3:1])[N:12]=1)=[O:28], predict the reactants needed to synthesize it. The reactants are: [CH3:1][C:2]1([CH2:7][CH2:8][CH2:9][CH2:10][N:11]2[CH:15]=[CH:14][C:13]([NH2:16])=[N:12]2)[O:6]CCO1.[CH3:17][O:18][C:19]1[CH:24]=[CH:23][CH:22]=[CH:21][C:20]=1/[CH:25]=[CH:26]/[C:27](O)=[O:28]. (3) Given the product [CH3:3][CH:2]([C:4]1[CH:9]=[CH:8][C:7]([CH:10]2[C:15]3=[N:16][S:17](=[O:21])(=[O:20])[CH2:18][CH2:19][N:14]3[CH2:13][CH2:12][CH2:11]2)=[CH:6][CH:5]=1)[CH3:1], predict the reactants needed to synthesize it. The reactants are: [CH3:1][CH:2]([C:4]1[CH:9]=[CH:8][C:7]([C:10]2[C:15]3=[N:16][S:17](=[O:21])(=[O:20])[CH2:18][CH2:19][N:14]3[CH:13]=[CH:12][CH:11]=2)=[CH:6][CH:5]=1)[CH3:3].